Dataset: Full USPTO retrosynthesis dataset with 1.9M reactions from patents (1976-2016). Task: Predict the reactants needed to synthesize the given product. (1) Given the product [F:51][C:45]1[CH:46]=[C:47]([CH3:50])[CH:48]=[CH:49][C:44]=1[NH:43][S:40]([C:37]1[CH:38]=[CH:39][C:34]([C:14]2[CH:15]=[C:16]3[N:22]=[C:21]([CH2:23][CH2:24][CH:25]4[CH2:26][CH2:27][CH2:28][CH2:29][C:30](=[O:32])[NH:31]4)[NH:20][C:17]3=[N:18][CH:19]=2)=[CH:35][CH:36]=1)(=[O:42])=[O:41], predict the reactants needed to synthesize it. The reactants are: N1(S(C2C=CC([C:14]3[CH:15]=[C:16]4[N:22]=[C:21]([CH2:23][CH2:24][CH:25]5[NH:31][C:30](=[O:32])[CH2:29][CH2:28][CH2:27][CH2:26]5)[NH:20][C:17]4=[N:18][CH:19]=3)=CC=2)(=O)=O)CCC1.Br[C:34]1[CH:39]=[CH:38][C:37]([S:40]([NH:43][C:44]2[CH:49]=[CH:48][C:47]([CH3:50])=[CH:46][C:45]=2[F:51])(=[O:42])=[O:41])=[CH:36][CH:35]=1.BrC1C=C2N=C(CCC3NC(=O)CCCC3)NC2=NC=1. (2) Given the product [CH3:20][N:21]([CH2:1][C@@H:3]1[CH2:12][C:11]2[C:6](=[CH:7][CH:8]=[CH:9][CH:10]=2)[CH2:5][NH:4]1)[CH2:22][CH2:23][OH:24], predict the reactants needed to synthesize it. The reactants are: [CH:1]([C@@H:3]1[CH2:12][C:11]2[C:6](=[CH:7][CH:8]=[CH:9][CH:10]=2)[CH2:5][N:4]1C(OC(C)(C)C)=O)=O.[CH3:20][NH:21][CH2:22][CH2:23][OH:24].